From a dataset of Catalyst prediction with 721,799 reactions and 888 catalyst types from USPTO. Predict which catalyst facilitates the given reaction. (1) Reactant: CCN=C=NCCCN(C)C.[CH:12]([C@H:15]1[CH2:19][O:18][C:17](=[O:20])[N:16]1[C:21]1[CH:26]=[CH:25][N:24]2[N:27]=[CH:28][C:29]([C:30]3[CH:38]=[CH:37][C:33]([C:34](O)=[O:35])=[CH:32][CH:31]=3)=[C:23]2[N:22]=1)([CH3:14])[CH3:13].C1C=CC2N(O)[N:46]=[N:45]C=2C=1.O.O.NN.C(N(CC)CC)C. Product: [CH:12]([C@H:15]1[CH2:19][O:18][C:17](=[O:20])[N:16]1[C:21]1[CH:26]=[CH:25][N:24]2[N:27]=[CH:28][C:29]([C:30]3[CH:31]=[CH:32][C:33]([C:34]([NH:45][NH2:46])=[O:35])=[CH:37][CH:38]=3)=[C:23]2[N:22]=1)([CH3:14])[CH3:13]. The catalyst class is: 31. (2) Reactant: Br[C:2]1[CH:11]=[CH:10][C:9]2[C:4](=[CH:5][C:6]([F:14])=[C:7]([F:13])[C:8]=2[F:12])[C:3]=1[CH:15]=[O:16].[CH2:17]([Sn](CC)(CC)CC)[CH3:18].O. Product: [CH2:17]([C:2]1[CH:11]=[CH:10][C:9]2[C:4](=[CH:5][C:6]([F:14])=[C:7]([F:13])[C:8]=2[F:12])[C:3]=1[CH:15]=[O:16])[CH3:18]. The catalyst class is: 427. (3) Reactant: [CH:1]([C:3]1[CH:4]=[N:5][CH:6]=[CH:7][C:8]=1[C:9]1[CH:10]=[C:11]([CH:14]=[CH:15][CH:16]=1)[C:12]#[N:13])=[O:2].[CH3:17][C:18]1[CH:23]=[CH:22][C:21]([Mg]Br)=[CH:20][CH:19]=1. Product: [OH:2][CH:1]([C:19]1[CH:20]=[CH:21][CH:22]=[CH:23][C:18]=1[CH3:17])[C:3]1[CH:4]=[N:5][CH:6]=[CH:7][C:8]=1[C:9]1[CH:10]=[C:11]([CH:14]=[CH:15][CH:16]=1)[C:12]#[N:13]. The catalyst class is: 1. (4) Reactant: [CH3:1][O:2][CH2:3][C:4]1[S:5][C:6]2[C:11]([N:12]=1)=[CH:10][C:9]([C:13]([OH:15])=O)=[CH:8][N:7]=2.S(Cl)(Cl)=[O:17].C(O[C:23](=[C:32]=[O:33])[CH2:24][NH:25][C:26]1[CH:31]=[CH:30][CH:29]=[CH:28][CH:27]=1)C.O1CC[CH2:36][CH2:35]1. Product: [C:26]1([N:25]([CH2:24][CH2:23][C:32]([O:33][CH2:35][CH3:36])=[O:17])[C:13]([C:9]2[CH:10]=[C:11]3[N:12]=[C:4]([CH2:3][O:2][CH3:1])[S:5][C:6]3=[N:7][CH:8]=2)=[O:15])[CH:27]=[CH:28][CH:29]=[CH:30][CH:31]=1. The catalyst class is: 124. (5) Reactant: C([O:8][C:9]1[C:14](=[O:15])[CH:13]=[CH:12][N:11]([CH2:16][C:17]([F:20])([F:19])[F:18])[C:10]=1[CH3:21])C1C=CC=CC=1. Product: [OH:8][C:9]1[C:14](=[O:15])[CH:13]=[CH:12][N:11]([CH2:16][C:17]([F:20])([F:18])[F:19])[C:10]=1[CH3:21]. The catalyst class is: 43. (6) Product: [O:27]=[C:9]1[NH:8][C:17]2[CH:18]=[CH:19][C:20]([C:22]([O:24][CH2:25][CH3:26])=[O:23])=[CH:21][C:16]=2[C:15]2[NH:14][CH2:13][CH2:12][CH2:11][C:10]1=2. The catalyst class is: 886. Reactant: COC1C=CC(C[N:8]2[C:17]3[CH:18]=[CH:19][C:20]([C:22]([O:24][CH2:25][CH3:26])=[O:23])=[CH:21][C:16]=3[C:15]3[N:14]=[CH:13][CH:12]=[CH:11][C:10]=3[C:9]2=[O:27])=CC=1.C1(OC)C=CC=CC=1.S(=O)(=O)(O)O.C(=O)(O)[O-].[Na+]. (7) Reactant: [Cl:1][C:2]1[CH:10]=[C:9]([F:11])[C:8]([S:12]([NH:15][CH2:16][C:17]2[C:18]([NH:30][CH:31]3[CH2:36][CH2:35][O:34][CH2:33][CH2:32]3)=[C:19]3[CH:27]=[N:26][N:25]([CH2:28][CH3:29])[C:20]3=[N:21][C:22]=2[CH2:23][CH3:24])(=[O:14])=[O:13])=[CH:7][C:3]=1[C:4](O)=[O:5].[NH2:37][CH2:38][C:39]1[CH:40]=[CH:41][C:42]([F:66])=[C:43]([C:45]2[CH:50]=[CH:49][CH:48]=[C:47]([CH2:51][N:52]3[CH2:57][CH2:56][N:55]([C:58]([O:60][C:61]([CH3:64])([CH3:63])[CH3:62])=[O:59])[C@@H:54]([CH3:65])[CH2:53]3)[CH:46]=2)[CH:44]=1.C1C=CC2N(O)N=NC=2C=1.C(Cl)CCl. Product: [Cl:1][C:2]1[CH:10]=[C:9]([F:11])[C:8]([S:12]([NH:15][CH2:16][C:17]2[C:18]([NH:30][CH:31]3[CH2:32][CH2:33][O:34][CH2:35][CH2:36]3)=[C:19]3[CH:27]=[N:26][N:25]([CH2:28][CH3:29])[C:20]3=[N:21][C:22]=2[CH2:23][CH3:24])(=[O:13])=[O:14])=[CH:7][C:3]=1[C:4]([NH:37][CH2:38][C:39]1[CH:40]=[CH:41][C:42]([F:66])=[C:43]([C:45]2[CH:50]=[CH:49][CH:48]=[C:47]([CH2:51][N:52]3[CH2:57][CH2:56][N:55]([C:58]([O:60][C:61]([CH3:62])([CH3:64])[CH3:63])=[O:59])[C@@H:54]([CH3:65])[CH2:53]3)[CH:46]=2)[CH:44]=1)=[O:5]. The catalyst class is: 2. (8) Reactant: O[CH:2]([C:24]1[CH:29]=[CH:28][CH:27]=[CH:26][CH:25]=1)[C:3]1[CH:4]=[C:5]([CH:21]=[CH:22][CH:23]=1)[O:6][CH2:7][C:8]1[CH:13]=[CH:12][C:11]([C:14]2([C:17]([O:19][CH3:20])=[O:18])[CH2:16][CH2:15]2)=[CH:10][CH:9]=1.C1(P([N:44]=[N+:45]=[N-:46])(C2C=CC=CC=2)=O)C=CC=CC=1.N12CCCN=C1CCCCC2. Product: [N:44]([CH:2]([C:24]1[CH:29]=[CH:28][CH:27]=[CH:26][CH:25]=1)[C:3]1[CH:4]=[C:5]([CH:21]=[CH:22][CH:23]=1)[O:6][CH2:7][C:8]1[CH:13]=[CH:12][C:11]([C:14]2([C:17]([O:19][CH3:20])=[O:18])[CH2:16][CH2:15]2)=[CH:10][CH:9]=1)=[N+:45]=[N-:46]. The catalyst class is: 11. (9) Reactant: CN(C(ON1N=NC2C=CC=NC1=2)=[N+](C)C)C.F[P-](F)(F)(F)(F)F.C(N(CC)CC)C.[F:32][C:33]([F:44])([F:43])[C:34]1[CH:42]=[CH:41][C:37]([C:38]([OH:40])=O)=[CH:36][CH:35]=1.[NH2:45][C:46]1[CH:60]=[CH:59][C:49]([O:50][CH2:51][CH2:52][N:53]2[CH2:57][CH2:56][C@H:55]([OH:58])[CH2:54]2)=[C:48]([C:61]2[N:62]([CH3:66])[N:63]=[CH:64][CH:65]=2)[CH:47]=1. Product: [OH:58][C@H:55]1[CH2:56][CH2:57][N:53]([CH2:52][CH2:51][O:50][C:49]2[CH:59]=[CH:60][C:46]([NH:45][C:38](=[O:40])[C:37]3[CH:36]=[CH:35][C:34]([C:33]([F:32])([F:44])[F:43])=[CH:42][CH:41]=3)=[CH:47][C:48]=2[C:61]2[N:62]([CH3:66])[N:63]=[CH:64][CH:65]=2)[CH2:54]1. The catalyst class is: 1. (10) Reactant: [Cl:1][C:2]1[N:7]=[C:6](Cl)[N:5]=[C:4]([NH2:9])[N:3]=1.[CH2:10]1[C:14]2([CH2:19][CH2:18][NH:17][CH2:16][CH2:15]2)[CH2:13][CH:12]([C:20]([O:22][CH2:23][CH3:24])=[O:21])[N:11]1[C:25]([O:27][CH2:28][C:29]1[CH:34]=[CH:33][CH:32]=[CH:31][CH:30]=1)=[O:26].CCN(CC)CC. Product: [NH2:9][C:4]1[N:3]=[C:2]([Cl:1])[N:7]=[C:6]([N:17]2[CH2:16][CH2:15][C:14]3([CH2:10][N:11]([C:25]([O:27][CH2:28][C:29]4[CH:30]=[CH:31][CH:32]=[CH:33][CH:34]=4)=[O:26])[CH:12]([C:20]([O:22][CH2:23][CH3:24])=[O:21])[CH2:13]3)[CH2:19][CH2:18]2)[N:5]=1. The catalyst class is: 32.